Predict hERG channel inhibition at various concentrations. From a dataset of hERG Central: cardiac toxicity at 1µM, 10µM, and general inhibition. (1) The molecule is Cc1ccc(CNC(=O)c2cc(-c3ccccc3)nn2CC2CC(c3cccnc3)=NO2)cc1. Results: hERG_inhib (hERG inhibition (general)): blocker. (2) The drug is Cc1ccc(C(C)C)c(OCC(=O)N2CCN(Cc3nc4cc([N+](=O)[O-])ccc4n3C)CC2)c1. Results: hERG_inhib (hERG inhibition (general)): blocker.